From a dataset of Full USPTO retrosynthesis dataset with 1.9M reactions from patents (1976-2016). Predict the reactants needed to synthesize the given product. (1) Given the product [CH3:13][O:12][C:9]1[CH:10]=[C:11]2[C:6]([C:5]([CH3:14])=[N:4][N:3]=[C:2]2[NH:15][CH:16]2[CH2:17][CH2:18][N:19]([CH2:22][C:23]3[CH:32]=[CH:31][C:30]4[C:25](=[CH:26][CH:27]=[CH:28][CH:29]=4)[CH:24]=3)[CH2:20][CH2:21]2)=[CH:7][CH:8]=1, predict the reactants needed to synthesize it. The reactants are: Cl[C:2]1[C:11]2[C:6](=[CH:7][CH:8]=[C:9]([O:12][CH3:13])[CH:10]=2)[C:5]([CH3:14])=[N:4][N:3]=1.[NH2:15][CH:16]1[CH2:21][CH2:20][N:19]([CH2:22][C:23]2[CH:32]=[CH:31][C:30]3[C:25](=[CH:26][CH:27]=[CH:28][CH:29]=3)[CH:24]=2)[CH2:18][CH2:17]1. (2) The reactants are: [Cl:1][C:2]1[CH:24]=[CH:23][C:5]([CH2:6][C:7]2[C:11](=[O:12])[N:10]([C:13]3[S:14][C:15]([C:19](O)=[O:20])=[C:16]([CH3:18])[N:17]=3)[NH:9][C:8]=2[CH3:22])=[CH:4][CH:3]=1.Cl.CN(C)CCCN=C=NCC.C(N(CC)C(C)C)(C)C.ON1C2C=CC=CC=2N=N1.[NH2:56][CH2:57][C:58]1[CH:59]=[N:60][CH:61]=[CH:62][CH:63]=1. Given the product [Cl:1][C:2]1[CH:24]=[CH:23][C:5]([CH2:6][C:7]2[C:11](=[O:12])[N:10]([C:13]3[S:14][C:15]([C:19]([NH:56][CH2:57][C:58]4[CH:59]=[N:60][CH:61]=[CH:62][CH:63]=4)=[O:20])=[C:16]([CH3:18])[N:17]=3)[NH:9][C:8]=2[CH3:22])=[CH:4][CH:3]=1, predict the reactants needed to synthesize it. (3) Given the product [CH3:35][Si:33]([CH3:34])([CH3:36])[CH2:32][CH2:31][O:30][CH2:29][N:26]1[C:22]2=[N:23][CH:24]=[CH:25][C:20]([C:18]3[CH:17]=[N:16][N:15]([C:4]4([CH2:3][C:1]#[N:2])[CH2:5][NH:6][CH2:7]4)[CH:19]=3)=[C:21]2[CH:28]=[CH:27]1, predict the reactants needed to synthesize it. The reactants are: [C:1]([CH2:3][C:4]1([N:15]2[CH:19]=[C:18]([C:20]3[CH:25]=[CH:24][N:23]=[C:22]4[N:26]([CH2:29][O:30][CH2:31][CH2:32][Si:33]([CH3:36])([CH3:35])[CH3:34])[CH:27]=[CH:28][C:21]=34)[CH:17]=[N:16]2)[CH2:7][N:6](C(OC(C)(C)C)=O)[CH2:5]1)#[N:2].Cl.O1CCOCC1. (4) Given the product [Cl:30][C:27]1[CH:28]=[CH:29][C:24]([NH:23][C:21](=[O:22])[CH2:20][CH2:19][C:15]2[CH:16]=[CH:17][CH:18]=[C:13]([O:12][C:10]3[CH:9]=[CH:8][N:7]=[C:6]([NH:5][C:3](=[O:4])[CH2:2][N:40]4[CH2:41][CH2:42][N:37]([CH2:35][CH3:36])[CH2:38][CH2:39]4)[CH:11]=3)[CH:14]=2)=[CH:25][C:26]=1[C:31]([F:32])([F:33])[F:34], predict the reactants needed to synthesize it. The reactants are: Cl[CH2:2][C:3]([NH:5][C:6]1[CH:11]=[C:10]([O:12][C:13]2[CH:14]=[C:15]([CH2:19][CH2:20][C:21]([NH:23][C:24]3[CH:29]=[CH:28][C:27]([Cl:30])=[C:26]([C:31]([F:34])([F:33])[F:32])[CH:25]=3)=[O:22])[CH:16]=[CH:17][CH:18]=2)[CH:9]=[CH:8][N:7]=1)=[O:4].[CH2:35]([N:37]1[CH2:42][CH2:41][NH:40][CH2:39][CH2:38]1)[CH3:36].C([O-])([O-])=O.[K+].[K+]. (5) Given the product [F:18][C:19]1[CH:26]=[CH:25][CH:24]=[CH:23][C:20]=1[CH2:21][O:9][C:8]1[CH:10]=[CH:11][C:5]([C:3]([O:2][CH3:1])=[O:4])=[CH:6][CH:7]=1, predict the reactants needed to synthesize it. The reactants are: [CH3:1][O:2][C:3]([C:5]1[CH:11]=[CH:10][C:8]([OH:9])=[CH:7][CH:6]=1)=[O:4].C([O-])([O-])=O.[K+].[K+].[F:18][C:19]1[CH:26]=[CH:25][CH:24]=[CH:23][C:20]=1[CH2:21]Br. (6) Given the product [O:27]=[C:26]([C:10]1[O:11][C:7]([C:2]2[CH:3]=[CH:4][CH:5]=[CH:6][N:1]=2)=[CH:8][N:9]=1)[CH2:25][CH2:24][C:21]1[CH:22]=[CH:23][C:18]([O:17][CH2:16][C:15]2[CH:33]=[CH:29][CH:30]=[CH:13][CH:14]=2)=[CH:19][CH:20]=1, predict the reactants needed to synthesize it. The reactants are: [N:1]1[CH:6]=[CH:5][CH:4]=[CH:3][C:2]=1[C:7]1[O:11][CH:10]=[N:9][CH:8]=1.[Li][CH2:13][CH2:14][CH2:15][CH3:16].[OH:17][C:18]1[CH:23]=[CH:22][C:21]([CH2:24][CH2:25][C:26](Cl)=[O:27])=[CH:20][CH:19]=1.[CH2:29]1[CH2:33]OC[CH2:30]1. (7) Given the product [CH3:36][O:35][C:33](=[O:34])[C:32]1[CH:37]=[C:38]([O:29][C:26]2[CH:25]=[CH:24][C:23]([C:20]3[CH:21]=[CH:22][C:17]([CH2:16][C:11]4[N:12]([CH2:14][CH3:15])[CH:13]=[C:9]([C:3]5[CH:4]=[CH:5][C:6]([Cl:8])=[CH:7][C:2]=5[Cl:1])[N:10]=4)=[CH:18][CH:19]=3)=[CH:28][CH:27]=2)[CH:39]=[CH:40][C:31]=1[NH2:30], predict the reactants needed to synthesize it. The reactants are: [Cl:1][C:2]1[CH:7]=[C:6]([Cl:8])[CH:5]=[CH:4][C:3]=1[C:9]1[N:10]=[C:11]([CH2:16][C:17]2[CH:22]=[CH:21][C:20]([C:23]3[CH:28]=[CH:27][C:26]([OH:29])=[CH:25][CH:24]=3)=[CH:19][CH:18]=2)[N:12]([CH2:14][CH3:15])[CH:13]=1.[NH2:30][C:31]1[CH:40]=[CH:39][C:38](Br)=[CH:37][C:32]=1[C:33]([O:35][CH3:36])=[O:34]. (8) Given the product [OH:26][C:20]1([C:15]2[N:16]=[CH:17][CH:18]=[CH:19][N:14]=2)[CH2:21][CH:22]2[N:23]([C:11]([C:8]3[CH:7]=[C:6]([C:4]4[CH:5]=[N:1][NH:2][CH:3]=4)[S:10][CH:9]=3)=[O:13])[CH:24]([CH2:36][CH2:37]2)[CH2:25]1, predict the reactants needed to synthesize it. The reactants are: [NH:1]1[CH:5]=[C:4]([C:6]2[S:10][CH:9]=[C:8]([C:11]([OH:13])=O)[CH:7]=2)[CH:3]=[N:2]1.[N:14]1[CH:19]=[CH:18][CH:17]=[N:16][C:15]=1[C:20]1([OH:26])[CH2:25][CH2:24][NH:23][CH2:22][CH2:21]1.CN(C(ON1N=N[C:37]2C=CC=N[C:36]1=2)=[N+](C)C)C.F[P-](F)(F)(F)(F)F.C(N(C(C)C)CC)(C)C.[OH-].[Na+].